The task is: Predict the product of the given reaction.. This data is from Forward reaction prediction with 1.9M reactions from USPTO patents (1976-2016). (1) The product is: [C:1]([O:5][C:6]([N:8]1[CH2:13][C@@H:12]2[CH2:14][C@H:9]1[CH2:10][N:11]2[C:15]1[N:24]=[C:23]2[C:18]([C:19](=[O:41])[C:20]([C:36]([OH:38])=[O:37])=[CH:21][N:22]2[CH2:25][C:26]2[CH:31]=[CH:30][C:29]([O:32][CH3:33])=[CH:28][C:27]=2[O:34][CH3:35])=[CH:17][C:16]=1[F:42])=[O:7])([CH3:4])([CH3:2])[CH3:3]. Given the reactants [C:1]([O:5][C:6]([N:8]1[CH2:13][C@@H:12]2[CH2:14][C@H:9]1[CH2:10][N:11]2[C:15]1[N:24]=[C:23]2[C:18]([C:19](=[O:41])[C:20]([C:36]([O:38]CC)=[O:37])=[CH:21][N:22]2[CH2:25][C:26]2[CH:31]=[CH:30][C:29]([O:32][CH3:33])=[CH:28][C:27]=2[O:34][CH3:35])=[CH:17][C:16]=1[F:42])=[O:7])([CH3:4])([CH3:3])[CH3:2].[Cl-].[NH4+], predict the reaction product. (2) Given the reactants [H-].[Na+].[F:3][C:4]([F:8])([F:7])[CH2:5][OH:6].C[O:10][C:11]([C:13]1[O:14][C:15]2[CH:23]=[CH:22][CH:21]=[CH:20][C:16]=2[C:17]=1[CH2:18]Br)=[O:12].[OH-].[Na+].Cl, predict the reaction product. The product is: [F:3][C:4]([F:8])([F:7])[CH2:5][O:6][CH2:18][C:17]1[C:16]2[CH:20]=[CH:21][CH:22]=[CH:23][C:15]=2[O:14][C:13]=1[C:11]([OH:12])=[O:10]. (3) Given the reactants S(=O)(=O)(O)O.C(O)(=[O:8])C.[F:10][C:11]1[CH:16]=[CH:15][C:14]([C:17]([C:27]2[CH:32]=[CH:31][C:30]([F:33])=[CH:29][CH:28]=2)([C:20]2[CH:25]=[CH:24][CH:23]=[C:22]([F:26])[CH:21]=2)[C:18]#[N:19])=[CH:13][CH:12]=1.[OH-].[NH4+], predict the reaction product. The product is: [F:10][C:11]1[CH:12]=[CH:13][C:14]([C:17]([C:27]2[CH:28]=[CH:29][C:30]([F:33])=[CH:31][CH:32]=2)([C:20]2[CH:25]=[CH:24][CH:23]=[C:22]([F:26])[CH:21]=2)[C:18]([NH2:19])=[O:8])=[CH:15][CH:16]=1. (4) Given the reactants [CH2:1]([C@H:4]1[CH2:10][N:9]([CH:11]2[CH2:15][CH2:14][CH2:13][CH2:12]2)[C:8]2[N:16]=[C:17]([NH:20][C:21]3[CH:29]=[CH:28][C:24]([C:25](O)=[O:26])=[CH:23][C:22]=3[O:30][CH3:31])[N:18]=[CH:19][C:7]=2[N:6]([CH3:32])[C:5]1=[O:33])[CH:2]=[CH2:3].[NH2:34][C@@H:35]1[CH2:40][CH2:39][CH2:38][N:37](C(OC(C)(C)C)=O)[CH2:36]1, predict the reaction product. The product is: [CH2:1]([C@H:4]1[CH2:10][N:9]([CH:11]2[CH2:15][CH2:14][CH2:13][CH2:12]2)[C:8]2[N:16]=[C:17]([NH:20][C:21]3[CH:29]=[CH:28][C:24]([C:25]([NH:34][C@@H:35]4[CH2:40][CH2:39][CH2:38][NH:37][CH2:36]4)=[O:26])=[CH:23][C:22]=3[O:30][CH3:31])[N:18]=[CH:19][C:7]=2[N:6]([CH3:32])[C:5]1=[O:33])[CH:2]=[CH2:3]. (5) Given the reactants [CH3:1][C:2]1[C:7]([NH2:8])=[CH:6][CH:5]=[C:4]([CH3:9])[N:3]=1.[C:10](Cl)(Cl)=[S:11].C(N(C(C)C)C(C)C)C, predict the reaction product. The product is: [N:8]([C:7]1[C:2]([CH3:1])=[N:3][C:4]([CH3:9])=[CH:5][CH:6]=1)=[C:10]=[S:11]. (6) Given the reactants [Br:1]CC[C@H]1CCOC1.[CH3:9][C:10]1([CH3:21])[CH2:15][CH:14]([CH2:16][CH2:17][CH2:18][CH2:19]O)[CH2:13][CH2:12][O:11]1, predict the reaction product. The product is: [Br:1][CH2:19][CH2:18][CH2:17][CH2:16][CH:14]1[CH2:13][CH2:12][O:11][C:10]([CH3:21])([CH3:9])[CH2:15]1.